The task is: Predict the product of the given reaction.. This data is from Forward reaction prediction with 1.9M reactions from USPTO patents (1976-2016). The product is: [Cl:8][C:7]1[CH:6]=[C:5]([C:9]2[C:18]3[C:13](=[CH:14][C:15]([S:19]([NH:22][C:23]4[S:24][CH:25]=[N:26][N:27]=4)(=[O:21])=[O:20])=[CH:16][CH:17]=3)[CH:12]=[CH:11][N:10]=2)[C:4]([O:28][CH3:29])=[CH:3][C:2]=1[C:34]1[CH:35]=[CH:36][C:31]([Cl:30])=[C:32]([CH3:40])[CH:33]=1. Given the reactants Br[C:2]1[C:7]([Cl:8])=[CH:6][C:5]([C:9]2[C:18]3[C:13](=[CH:14][C:15]([S:19]([NH:22][C:23]4[S:24][CH:25]=[N:26][N:27]=4)(=[O:21])=[O:20])=[CH:16][CH:17]=3)[CH:12]=[CH:11][N:10]=2)=[C:4]([O:28][CH3:29])[CH:3]=1.[Cl:30][C:31]1[CH:36]=[CH:35][C:34](B(O)O)=[CH:33][C:32]=1[CH3:40].C(=O)([O-])[O-].[K+].[K+], predict the reaction product.